Dataset: Peptide-MHC class II binding affinity with 134,281 pairs from IEDB. Task: Regression. Given a peptide amino acid sequence and an MHC pseudo amino acid sequence, predict their binding affinity value. This is MHC class II binding data. (1) The peptide sequence is VDIKPKDSDEFIPMK. The MHC is DRB1_0401 with pseudo-sequence DRB1_0401. The binding affinity (normalized) is 0.424. (2) The peptide sequence is HNWVNHAVPLAMKLI. The MHC is DRB1_1201 with pseudo-sequence DRB1_1201. The binding affinity (normalized) is 0.426. (3) The peptide sequence is DDLMIRVIAQGPTAT. The binding affinity (normalized) is 0.595. The MHC is DRB1_1501 with pseudo-sequence DRB1_1501. (4) The peptide sequence is ASTEYTPIGDNKA. The MHC is HLA-DPA10301-DPB10402 with pseudo-sequence HLA-DPA10301-DPB10402. The binding affinity (normalized) is 0.131. (5) The peptide sequence is FLILGMLLMTGG. The MHC is H-2-IEd with pseudo-sequence H-2-IEd. The binding affinity (normalized) is 0. (6) The peptide sequence is SKLKAEATTDGLGWY. The MHC is DRB1_0301 with pseudo-sequence DRB1_0301. The binding affinity (normalized) is 0.186. (7) The peptide sequence is YIKFLANVSTVLTGK. The MHC is DRB3_0202 with pseudo-sequence DRB3_0202. The binding affinity (normalized) is 1.00. (8) The peptide sequence is EFQVVNPHLLRVLTE. The MHC is DRB1_0404 with pseudo-sequence DRB1_0404. The binding affinity (normalized) is 0.225. (9) The MHC is DRB1_0404 with pseudo-sequence DRB1_0404. The binding affinity (normalized) is 0.430. The peptide sequence is YLGLEVLTRARAALT. (10) The peptide sequence is LRGLLSTFIAALMGA. The MHC is DRB1_0101 with pseudo-sequence DRB1_0101. The binding affinity (normalized) is 0.185.